This data is from Catalyst prediction with 721,799 reactions and 888 catalyst types from USPTO. The task is: Predict which catalyst facilitates the given reaction. (1) Reactant: [NH2:1][C:2]1[CH:30]=[CH:29][C:5]2[NH:6][C:7]([C:12]3[C:13](=[O:28])[N:14]([CH2:23][CH2:24][CH:25]([CH3:27])[CH3:26])[C:15]4[C:20]([C:21]=3[OH:22])=[CH:19][CH:18]=[CH:17][N:16]=4)=[N:8][S:9](=[O:11])(=[O:10])[C:4]=2[CH:3]=1.[CH3:31][S:32]([C:35]1[CH:40]=[CH:39][C:38]([S:41](Cl)(=[O:43])=[O:42])=[CH:37][CH:36]=1)(=[O:34])=[O:33]. Product: [OH:22][C:21]1[C:20]2[C:15](=[N:16][CH:17]=[CH:18][CH:19]=2)[N:14]([CH2:23][CH2:24][CH:25]([CH3:27])[CH3:26])[C:13](=[O:28])[C:12]=1[C:7]1[NH:6][C:5]2[CH:29]=[CH:30][C:2]([NH:1][S:41]([C:38]3[CH:37]=[CH:36][C:35]([S:32]([CH3:31])(=[O:34])=[O:33])=[CH:40][CH:39]=3)(=[O:43])=[O:42])=[CH:3][C:4]=2[S:9](=[O:11])(=[O:10])[N:8]=1. The catalyst class is: 300. (2) Reactant: [CH3:1][CH:2]([OH:6])[C:3]#[C:4][CH3:5].CC(C)([O-])C.[K+].Cl[C:14]1[N:15]=[CH:16][C:17]([C:20]([OH:22])=[O:21])=[N:18][CH:19]=1.Cl. Product: [CH3:1][CH:2]([O:6][C:14]1[N:15]=[CH:16][C:17]([C:20]([OH:22])=[O:21])=[N:18][CH:19]=1)[C:3]#[C:4][CH3:5]. The catalyst class is: 18. (3) Reactant: [Br:1][C:2]1[CH:11]=[CH:10][C:5]([C:6]([O:8]C)=O)=[C:4]([CH2:12]Br)[CH:3]=1.[CH2:14]([NH2:16])[CH3:15]. Product: [Br:1][C:2]1[CH:3]=[C:4]2[C:5](=[CH:10][CH:11]=1)[C:6](=[O:8])[N:16]([CH2:14][CH3:15])[CH2:12]2. The catalyst class is: 5. (4) Reactant: [CH2:1]([O:8][C:9]1[CH:14]=[CH:13][C:12]([CH2:15][CH2:16][C:17](O)=[O:18])=[C:11]([Cl:20])[CH:10]=1)[C:2]1[CH:7]=[CH:6][CH:5]=[CH:4][CH:3]=1.C(N1C=CN=C1)(N1C=CN=C1)=O.[BH4-].[Na+].Cl. Product: [CH2:1]([O:8][C:9]1[CH:14]=[CH:13][C:12]([CH2:15][CH2:16][CH2:17][OH:18])=[C:11]([Cl:20])[CH:10]=1)[C:2]1[CH:3]=[CH:4][CH:5]=[CH:6][CH:7]=1. The catalyst class is: 30. (5) Product: [Br:1][C:2]1[CH:3]=[CH:4][C:5]2[O:18][C:10]3([CH2:15][CH2:14][CH:13]([O:16][CH3:17])[CH2:12][CH2:11]3)[C:8](=[O:9])[C:6]=2[CH:7]=1. The catalyst class is: 1. Reactant: [Br:1][C:2]1[CH:3]=[CH:4][C:5](F)=[C:6]([C:8]([C:10]2([OH:18])[CH2:15][CH2:14][CH:13]([O:16][CH3:17])[CH2:12][CH2:11]2)=[O:9])[CH:7]=1.CC(C)([O-])C.[K+]. (6) Reactant: [C:1]([O:5][C:6]([N:8]1[CH2:13][CH2:12][N:11]([C:14]([O:16][C:17]([CH3:20])([CH3:19])[CH3:18])=[O:15])[CH2:10][CH:9]1[C:21](O)=[O:22])=[O:7])([CH3:4])([CH3:3])[CH3:2].CSC.B. Product: [OH:22][CH2:21][CH:9]1[CH2:10][N:11]([C:14]([O:16][C:17]([CH3:19])([CH3:20])[CH3:18])=[O:15])[CH2:12][CH2:13][N:8]1[C:6]([O:5][C:1]([CH3:4])([CH3:3])[CH3:2])=[O:7]. The catalyst class is: 1. (7) Reactant: CS(Cl)(=O)=O.[O:6]1[CH2:10][CH2:9][C@@H:8](O)[CH2:7]1.CCN(CC)CC.[Cl:19][C:20]1[CH:21]=[N:22][CH:23]=[C:24]([F:32])[C:25]=1[N:26]1[CH2:31][CH2:30][NH:29][CH2:28][CH2:27]1. Product: [Cl:19][C:20]1[CH:21]=[N:22][CH:23]=[C:24]([F:32])[C:25]=1[N:26]1[CH2:31][CH2:30][N:29]([C@H:8]2[CH2:9][CH2:10][O:6][CH2:7]2)[CH2:28][CH2:27]1. The catalyst class is: 34.